From a dataset of Catalyst prediction with 721,799 reactions and 888 catalyst types from USPTO. Predict which catalyst facilitates the given reaction. (1) Reactant: [OH:1][C:2]1[CH:3]=[C:4]2[C:8](=[CH:9][CH:10]=1)[NH:7][C:6]([C:11]([NH2:13])=[O:12])=[C:5]2[S:14]([N:17]1[CH2:22][CH2:21][O:20][CH2:19][CH2:18]1)(=[O:16])=[O:15].C(=O)([O-])[O-].[Cs+].[Cs+].I[CH:30]([CH3:32])[CH3:31].O. Product: [CH:30]([O:1][C:2]1[CH:3]=[C:4]2[C:8](=[CH:9][CH:10]=1)[NH:7][C:6]([C:11]([NH2:13])=[O:12])=[C:5]2[S:14]([N:17]1[CH2:22][CH2:21][O:20][CH2:19][CH2:18]1)(=[O:16])=[O:15])([CH3:32])[CH3:31]. The catalyst class is: 9. (2) Reactant: [CH3:1][O:2][C:3]([C:5]1[S:6][C:7]([NH2:20])=[C:8]([S:10]([C:13]2[CH:18]=[CH:17][CH:16]=[C:15](Br)[CH:14]=2)(=[O:12])=[O:11])[CH:9]=1)=[O:4].[CH:21]([C:23]1[CH:24]=[C:25](B(O)O)[CH:26]=[CH:27][CH:28]=1)=[O:22].C([O-])([O-])=O.[Na+].[Na+].C(O)C. Product: [CH3:1][O:2][C:3]([C:5]1[S:6][C:7]([NH2:20])=[C:8]([S:10]([C:13]2[CH:14]=[C:15]([C:27]3[CH:26]=[CH:25][CH:24]=[C:23]([CH:21]=[O:22])[CH:28]=3)[CH:16]=[CH:17][CH:18]=2)(=[O:12])=[O:11])[CH:9]=1)=[O:4]. The catalyst class is: 206. (3) Reactant: O1CCCCC1[O:7][CH2:8][CH2:9][N:10]1[CH:14]=[C:13]([C:15]2[CH:20]=[CH:19][C:18]([N:21]3[C:25]4[N:26]=[C:27]([NH:30][C@@H:31]5[CH2:35][CH2:34][C@@H:33]([C:36]([NH2:38])=[O:37])[CH2:32]5)[N:28]=[CH:29][C:24]=4[N:23]=[N:22]3)=[CH:17][CH:16]=2)[CH:12]=[N:11]1.CO.Cl. Product: [OH:7][CH2:8][CH2:9][N:10]1[CH:14]=[C:13]([C:15]2[CH:20]=[CH:19][C:18]([N:21]3[C:25]4[N:26]=[C:27]([NH:30][C@@H:31]5[CH2:35][CH2:34][C@@H:33]([C:36]([NH2:38])=[O:37])[CH2:32]5)[N:28]=[CH:29][C:24]=4[N:23]=[N:22]3)=[CH:17][CH:16]=2)[CH:12]=[N:11]1. The catalyst class is: 269. (4) Reactant: [OH-].[Na+].C[C@:4]1([C:16]([O-:18])=[O:17])[CH2:8][CH2:7][CH2:6][N:5]1[C:9]([O:11][C:12]([CH3:15])([CH3:14])[CH3:13])=[O:10]. Product: [C:12]([O:11][C:9]([N:5]1[CH2:6][CH2:7][CH2:8][C@@H:4]1[C:16]([OH:18])=[O:17])=[O:10])([CH3:15])([CH3:13])[CH3:14]. The catalyst class is: 36. (5) Reactant: [F:1][C:2]1[CH:3]=[CH:4][C:5]2[N:6]([C:8]([C:11]3[N:16]=[C:15]([O:17]C)[C:14]([F:19])=[CH:13][N:12]=3)=[CH:9][N:10]=2)[CH:7]=1.[OH-].[K+]. Product: [F:19][C:14]1[C:15]([OH:17])=[N:16][C:11]([C:8]2[N:6]3[CH:7]=[C:2]([F:1])[CH:3]=[CH:4][C:5]3=[N:10][CH:9]=2)=[N:12][CH:13]=1. The catalyst class is: 8. (6) Reactant: [Cl:1][C:2]1[C:7]([C:8]([N:10]2[CH2:15][CH2:14][N:13]([C:16]([O:18][C:19]([CH3:22])([CH3:21])[CH3:20])=[O:17])[CH2:12][CH:11]2[CH2:23][OH:24])=[O:9])=[C:6](F)[CH:5]=[CH:4][CH:3]=1.[H-].[Na+]. Product: [Cl:1][C:2]1[C:7]2[C:8](=[O:9])[N:10]3[CH2:15][CH2:14][N:13]([C:16]([O:18][C:19]([CH3:22])([CH3:21])[CH3:20])=[O:17])[CH2:12][CH:11]3[CH2:23][O:24][C:6]=2[CH:5]=[CH:4][CH:3]=1. The catalyst class is: 9. (7) Reactant: [CH2:1]([O:3][C:4](=[O:36])[CH:5]([C:10]1[CH:11]=[C:12]([C:26]2[CH:31]=[CH:30][C:29]([C:32]([F:35])([F:34])[F:33])=[CH:28][CH:27]=2)[CH:13]=[C:14]([C:16]2[CH:21]=[CH:20][CH:19]=[C:18]([C:22]([F:25])([F:24])[F:23])[N:17]=2)[CH:15]=1)[CH2:6][CH:7]([CH3:9])[CH3:8])[CH3:2].Cl.O1CCOCC1. Product: [CH2:1]([O:3][C:4](=[O:36])[CH:5]([C:10]1[CH:11]=[C:12]([C:26]2[CH:27]=[CH:28][C:29]([C:32]([F:33])([F:34])[F:35])=[CH:30][CH:31]=2)[CH:13]=[C:14]([CH:16]2[CH2:21][CH2:20][CH2:19][CH:18]([C:22]([F:23])([F:24])[F:25])[NH:17]2)[CH:15]=1)[CH2:6][CH:7]([CH3:9])[CH3:8])[CH3:2]. The catalyst class is: 663. (8) Reactant: [Br:1][C:2]1[CH:7]=[CH:6][C:5]([S:8](Cl)(=[O:10])=[O:9])=[CH:4][CH:3]=1.[CH2:12]([NH2:15])[CH2:13][CH3:14]. Product: [Br:1][C:2]1[CH:7]=[CH:6][C:5]([S:8]([NH:15][CH2:12][CH2:13][CH3:14])(=[O:10])=[O:9])=[CH:4][CH:3]=1. The catalyst class is: 4.